Dataset: Full USPTO retrosynthesis dataset with 1.9M reactions from patents (1976-2016). Task: Predict the reactants needed to synthesize the given product. (1) Given the product [CH3:19][C:20]([NH:25][C:7]([C:3]1[S:4][CH:5]=[CH:6][C:2]=1[OH:1])=[O:9])([CH3:34])[C:21]#[CH:22], predict the reactants needed to synthesize it. The reactants are: [OH:1][C:2]1[CH:6]=[CH:5][S:4][C:3]=1[C:7]([OH:9])=O.CN(C(ON1N=[N:25][C:20]2[CH:21]=[CH:22]C=N[C:19]1=2)=[N+](C)C)C.F[P-](F)(F)(F)(F)F.[CH2:34](N(CC)CC)C. (2) Given the product [ClH:1].[N:16]12[CH2:21][CH2:20][CH:19]([CH2:18][CH2:17]1)[C@@H:14]([NH:13][C:11]([C:9]1[S:10][C:6]3[CH:5]=[C:4]([NH:3][C:41]([NH:40][C:35]4[CH:36]=[CH:37][CH:38]=[CH:39][C:34]=4[O:33][CH2:31][CH3:32])=[O:42])[CH:23]=[CH:22][C:7]=3[CH:8]=1)=[O:12])[CH2:15]2, predict the reactants needed to synthesize it. The reactants are: [ClH:1].Cl.[NH2:3][C:4]1[CH:23]=[CH:22][C:7]2[CH:8]=[C:9]([C:11]([NH:13][C@@H:14]3[CH:19]4[CH2:20][CH2:21][N:16]([CH2:17][CH2:18]4)[CH2:15]3)=[O:12])[S:10][C:6]=2[CH:5]=1.C(N(CC)CC)C.[CH2:31]([O:33][C:34]1[CH:39]=[CH:38][CH:37]=[CH:36][C:35]=1[N:40]=[C:41]=[O:42])[CH3:32].